This data is from Full USPTO retrosynthesis dataset with 1.9M reactions from patents (1976-2016). The task is: Predict the reactants needed to synthesize the given product. (1) Given the product [Br:8][C:4]1[N:3]=[C:2]([NH:15][C:12]2[CH:13]=[CH:14][N:9]=[CH:10][N:11]=2)[CH:7]=[CH:6][CH:5]=1, predict the reactants needed to synthesize it. The reactants are: Br[C:2]1[CH:7]=[CH:6][CH:5]=[C:4]([Br:8])[N:3]=1.[N:9]1[CH:14]=[CH:13][C:12]([NH2:15])=[N:11][CH:10]=1.CC1(C)C2C(=C(P(C3C=CC=CC=3)C3C=CC=CC=3)C=CC=2)OC2C(P(C3C=CC=CC=3)C3C=CC=CC=3)=CC=CC1=2.C(=O)([O-])[O-].[Cs+].[Cs+]. (2) Given the product [Si:30]([O:10][CH2:9][CH2:8][C@@H:7]([CH3:11])[C@H:6]([N:12]([CH3:20])[C:13](=[O:19])[O:14][C:15]([CH3:16])([CH3:18])[CH3:17])[C:2]1[O:1][CH:5]=[CH:4][CH:3]=1)([C:27]([CH3:29])([CH3:28])[CH3:26])([C:37]1[CH:38]=[CH:39][CH:40]=[CH:41][CH:42]=1)[C:31]1[CH:36]=[CH:35][CH:34]=[CH:33][CH:32]=1, predict the reactants needed to synthesize it. The reactants are: [O:1]1[CH:5]=[CH:4][CH:3]=[C:2]1[C@@H:6]([N:12]([CH3:20])[C:13](=[O:19])[O:14][C:15]([CH3:18])([CH3:17])[CH3:16])[C@H:7]([CH3:11])[CH2:8][CH2:9][OH:10].N1C=CN=C1.[CH3:26][C:27]([Si:30](Cl)([C:37]1[CH:42]=[CH:41][CH:40]=[CH:39][CH:38]=1)[C:31]1[CH:36]=[CH:35][CH:34]=[CH:33][CH:32]=1)([CH3:29])[CH3:28].